Dataset: Catalyst prediction with 721,799 reactions and 888 catalyst types from USPTO. Task: Predict which catalyst facilitates the given reaction. Reactant: [C:1]([C:4]([NH:7][C:8](=[O:11])[O:9][CH3:10])([CH3:6])[CH3:5])([OH:3])=O.CC[N:14]([CH:18]([CH3:20])[CH3:19])[CH:15]([CH3:17])[CH3:16].[CH3:21][NH:22][CH2:23][CH2:24][CH:25]([CH3:27])[CH3:26].[CH3:28]N(C(ON1N=NC2C=CC=CC1=2)=[N+](C)C)C.F[P-](F)(F)(F)(F)F.[ClH:52].CCOCC. Product: [ClH:52].[CH3:20][C:18]1[CH:19]=[C:10]([O:9][C:8](=[O:11])[N:7]([CH3:28])[C:4]([CH3:6])([CH3:5])[C:1]([N:22]([CH3:21])[CH2:23][CH2:24][CH:25]([CH3:27])[CH3:26])=[O:3])[CH:17]=[C:15]([CH3:16])[N:14]=1. The catalyst class is: 85.